This data is from NCI-60 drug combinations with 297,098 pairs across 59 cell lines. The task is: Regression. Given two drug SMILES strings and cell line genomic features, predict the synergy score measuring deviation from expected non-interaction effect. (1) Drug 1: CC(CN1CC(=O)NC(=O)C1)N2CC(=O)NC(=O)C2. Drug 2: CN1C(=O)N2C=NC(=C2N=N1)C(=O)N. Cell line: UACC-257. Synergy scores: CSS=4.58, Synergy_ZIP=1.42, Synergy_Bliss=6.44, Synergy_Loewe=0.993, Synergy_HSA=1.69. (2) Drug 1: C1=NC2=C(N=C(N=C2N1C3C(C(C(O3)CO)O)O)F)N. Drug 2: C1CC(=O)NC(=O)C1N2C(=O)C3=CC=CC=C3C2=O. Cell line: M14. Synergy scores: CSS=10.6, Synergy_ZIP=2.55, Synergy_Bliss=10.3, Synergy_Loewe=2.06, Synergy_HSA=4.84.